Task: Predict the product of the given reaction.. Dataset: Forward reaction prediction with 1.9M reactions from USPTO patents (1976-2016) (1) The product is: [CH2:42]([NH:46][C:30]([C:28]1[CH:27]=[CH:26][C:12]2[N:13]([CH2:14][C:15]3[CH:20]=[CH:19][C:18]([O:21][C:22]([F:23])([F:25])[F:24])=[CH:17][CH:16]=3)[C:9]([CH2:8][O:1][C:2]3[CH:3]=[CH:4][CH:5]=[CH:6][CH:7]=3)=[N:10][C:11]=2[CH:29]=1)=[O:32])[CH2:43][CH2:44][CH3:45]. Given the reactants [O:1]([CH2:8][C:9]1[N:13]([CH2:14][C:15]2[CH:20]=[CH:19][C:18]([O:21][C:22]([F:25])([F:24])[F:23])=[CH:17][CH:16]=2)[C:12]2[CH:26]=[CH:27][C:28]([C:30]([OH:32])=O)=[CH:29][C:11]=2[N:10]=1)[C:2]1[CH:7]=[CH:6][CH:5]=[CH:4][CH:3]=1.CC(C)N=C=NC(C)C.[CH2:42]([NH2:46])[CH2:43][CH2:44][CH3:45], predict the reaction product. (2) Given the reactants Cl.N[C@@H]1C[C@H](NC2C(C)=NC3C(N=2)=C([C:18]2[NH:26][C:25]4[CH2:24][CH2:23][NH:22][C:21](=[O:27])[C:20]=4[CH:19]=2)C=CC=3)C1.ClCCOCCCl.CCN(C(C)C)C(C)C, predict the reaction product. The product is: [NH:26]1[C:25]2[CH2:24][CH2:23][NH:22][C:21](=[O:27])[C:20]=2[CH:19]=[CH:18]1. (3) Given the reactants [CH2:1]([O:3][C:4]1[CH:5]=[C:6]([CH:27]=[C:28]([O:31][CH2:32][CH3:33])[C:29]=1F)[CH2:7][N:8]1[CH2:13][CH2:12][CH:11]([NH:14][C:15](=[O:26])[C:16]2[CH:21]=[C:20]([O:22][CH3:23])[CH:19]=[C:18]([CH2:24][OH:25])[CH:17]=2)[CH2:10][CH2:9]1)[CH3:2].[Cl:34]C1C(OCC)=CC(C=O)=CC=1OCC.C(OC(=O)C1C=C(OCC)C(Cl)=C(OCC)C=1)C.[H-].C([Al+]CC(C)C)C(C)C.C([BH3-])#N.[Na+].C(N(C(C)C)C(C)C)C, predict the reaction product. The product is: [Cl:34][C:29]1[C:4]([O:3][CH2:1][CH3:2])=[CH:5][C:6]([CH2:7][N:8]2[CH2:13][CH2:12][CH:11]([NH:14][C:15](=[O:26])[C:16]3[CH:21]=[C:20]([O:22][CH3:23])[CH:19]=[C:18]([CH2:24][OH:25])[CH:17]=3)[CH2:10][CH2:9]2)=[CH:27][C:28]=1[O:31][CH2:32][CH3:33]. (4) The product is: [CH3:6][O:7][C:8]1[CH:17]=[C:16]2[C:11]([CH2:12][CH2:13][C:14](=[O:20])[C:15]2([CH3:19])[CH3:18])=[CH:10][C:9]=1[S:21]([N:25]1[CH2:29][CH2:28][CH2:27][CH2:26]1)(=[O:23])=[O:22]. Given the reactants C1COCC1.[CH3:6][O:7][C:8]1[C:9]([S:21](Cl)(=[O:23])=[O:22])=[CH:10][C:11]2[CH2:12][CH2:13][C:14](=[O:20])[C:15]([CH3:19])([CH3:18])[C:16]=2[CH:17]=1.[NH:25]1[CH2:29][CH2:28][CH2:27][CH2:26]1.C(N(CC)CC)C, predict the reaction product. (5) Given the reactants [CH3:1][O:2][C:3]1[CH:8]=[CH:7][C:6]([C:9]2[CH:13]=[C:12]([CH:14]=O)[NH:11][N:10]=2)=[CH:5][CH:4]=1.[C:16]1([NH2:23])[CH:21]=[CH:20][CH:19]=[CH:18][C:17]=1[NH2:22], predict the reaction product. The product is: [CH3:1][O:2][C:3]1[CH:8]=[CH:7][C:6]([C:9]2[CH:13]=[C:12]([C:14]3[NH:23][C:16]4[CH:21]=[CH:20][CH:19]=[CH:18][C:17]=4[N:22]=3)[NH:11][N:10]=2)=[CH:5][CH:4]=1. (6) The product is: [CH2:9]([N:4]1[CH2:5][CH2:6][CH2:7][CH2:8][C@@H:2]([NH:1][C:34]([N:31]2[CH2:32][CH2:33][CH:28]([N:27]3[CH2:26][C:25]4[C:20](=[CH:21][CH:22]=[CH:23][CH:24]=4)[NH:19][C:18]3=[O:17])[CH2:29][CH2:30]2)=[O:35])[C:3]1=[O:16])[C:10]1[CH:15]=[CH:14][CH:13]=[CH:12][CH:11]=1. Given the reactants [NH2:1][C@@H:2]1[CH2:8][CH2:7][CH2:6][CH2:5][N:4]([CH2:9][C:10]2[CH:15]=[CH:14][CH:13]=[CH:12][CH:11]=2)[C:3]1=[O:16].[O:17]=[C:18]1[N:27]([CH:28]2[CH2:33][CH2:32][N:31]([C:34](Cl)=[O:35])[CH2:30][CH2:29]2)[CH2:26][C:25]2[C:20](=[CH:21][CH:22]=[CH:23][CH:24]=2)[NH:19]1, predict the reaction product.